Dataset: Peptide-MHC class I binding affinity with 185,985 pairs from IEDB/IMGT. Task: Regression. Given a peptide amino acid sequence and an MHC pseudo amino acid sequence, predict their binding affinity value. This is MHC class I binding data. (1) The peptide sequence is FPEHIFPAL. The MHC is HLA-B27:05 with pseudo-sequence HLA-B27:05. The binding affinity (normalized) is 0.0847. (2) The peptide sequence is VMWAGPWSS. The MHC is HLA-A24:03 with pseudo-sequence HLA-A24:03. The binding affinity (normalized) is 0.0847. (3) The peptide sequence is TPSHYSGNI. The binding affinity (normalized) is 0.0847. The MHC is HLA-A03:01 with pseudo-sequence HLA-A03:01. (4) The peptide sequence is NILVAGNLI. The MHC is HLA-A30:01 with pseudo-sequence HLA-A30:01. The binding affinity (normalized) is 0.197.